This data is from TCR-epitope binding with 47,182 pairs between 192 epitopes and 23,139 TCRs. The task is: Binary Classification. Given a T-cell receptor sequence (or CDR3 region) and an epitope sequence, predict whether binding occurs between them. (1) The TCR CDR3 sequence is CASSLGGPEQFF. Result: 0 (the TCR does not bind to the epitope). The epitope is NYSGVVTTVMF. (2) The epitope is FLYALALLL. The TCR CDR3 sequence is CAISPETSSLGFF. Result: 0 (the TCR does not bind to the epitope). (3) The epitope is IPSINVHHY. The TCR CDR3 sequence is CAISETTRGDSPLHF. Result: 1 (the TCR binds to the epitope). (4) The epitope is FLNGSCGSV. The TCR CDR3 sequence is CSASGLYEQYF. Result: 1 (the TCR binds to the epitope).